Task: Regression. Given a peptide amino acid sequence and an MHC pseudo amino acid sequence, predict their binding affinity value. This is MHC class II binding data.. Dataset: Peptide-MHC class II binding affinity with 134,281 pairs from IEDB (1) The peptide sequence is GGRSLTTLLRALGAQ. The MHC is DRB1_0101 with pseudo-sequence DRB1_0101. The binding affinity (normalized) is 0.770. (2) The peptide sequence is AALVSGTATAGWTFG. The MHC is DRB1_0101 with pseudo-sequence DRB1_0101. The binding affinity (normalized) is 0.689. (3) The peptide sequence is PLSTKENDEDFDWLE. The MHC is DRB1_0101 with pseudo-sequence DRB1_0101. The binding affinity (normalized) is 0.0490. (4) The peptide sequence is EDNLGFLMHAPAFETAGTYLRLVKINDWTEITQF. The MHC is DRB1_0301 with pseudo-sequence DRB1_0301. The binding affinity (normalized) is 0.146. (5) The MHC is DRB5_0101 with pseudo-sequence DRB5_0101. The peptide sequence is EEYVEIRQVGDFH. The binding affinity (normalized) is 0.151. (6) The peptide sequence is YDKFLNNVSTVLTGK. The MHC is DRB1_0401 with pseudo-sequence DRB1_0401. The binding affinity (normalized) is 0.601. (7) The peptide sequence is CGYLMFLGGVKPTHI. The MHC is DRB1_0301 with pseudo-sequence DRB1_0301. The binding affinity (normalized) is 0.336. (8) The peptide sequence is TAAVELARALVRAVA. The MHC is DRB1_0802 with pseudo-sequence DRB1_0802. The binding affinity (normalized) is 0.534. (9) The peptide sequence is EKKYFAATQFEPKAA. The MHC is HLA-DQA10301-DQB10302 with pseudo-sequence HLA-DQA10301-DQB10302. The binding affinity (normalized) is 0.406.